From a dataset of Reaction yield outcomes from USPTO patents with 853,638 reactions. Predict the reaction yield, written as a fraction of the theoretical maximum amount of product (1.0 means a 100% yield; for example, 0.34 means a 34% yield). (1) The reactants are [CH3:1][O:2][C:3]1[CH:8]([CH2:9][CH:10]=[C:11]([CH3:13])[CH3:12])[C:7]([O:14][CH3:15])=[CH:6][CH2:5][CH:4]=1.C([Li])(CC)C.Br[CH2:22][C@@H:23]1[O:25][C@:24]1([CH2:27][CH2:28][CH2:29][C:30]([O:33][CH3:34])([CH3:32])[CH3:31])[CH3:26]. The catalyst is CCOC(C)=O.CCCCCC.C1COCC1.C1CCCCC1. The product is [CH3:15][O:14][C:7]1[C:8]([CH2:22][C@@H:23]2[O:25][C@:24]2([CH2:27][CH2:28][CH2:29][C:30]([O:33][CH3:34])([CH3:32])[CH3:31])[CH3:26])([CH2:9][CH:10]=[C:11]([CH3:13])[CH3:12])[C:3]([O:2][CH3:1])=[CH:4][CH2:5][CH:6]=1. The yield is 0.670. (2) The reactants are [F:1][C:2]1[CH:10]=[C:9]2[C:5]([C:6]([C:20]3[CH:33]=[CH:32][C:23]4[NH:24][C:25]([CH2:27][CH2:28][C:29]([NH2:31])=[O:30])=[N:26][C:22]=4[CH:21]=3)=[CH:7][N:8]2S(C2C=CC=CC=2)(=O)=O)=[CH:4][CH:3]=1.[OH-].[K+].Cl. The catalyst is CCO. The product is [F:1][C:2]1[CH:10]=[C:9]2[C:5]([C:6]([C:20]3[CH:33]=[CH:32][C:23]4[NH:24][C:25]([CH2:27][CH2:28][C:29]([NH2:31])=[O:30])=[N:26][C:22]=4[CH:21]=3)=[CH:7][NH:8]2)=[CH:4][CH:3]=1. The yield is 0.170. (3) The reactants are [O:1]1[CH:6]=[C:5]([C:7]2[CH:8]=[C:9]3[C:15]([C:16]4[CH:21]=[CH:20][CH:19]=[C:18]([F:22])[N:17]=4)=[N:14][N:13]([CH:23]4[CH2:28][CH2:27][CH2:26][CH2:25][O:24]4)[C:10]3=[CH:11][N:12]=2)[CH2:4][CH2:3][CH2:2]1.C1CC=CCC=1. The catalyst is [Pd].C(O)C. The product is [F:22][C:18]1[N:17]=[C:16]([C:15]2[C:9]3[C:10](=[CH:11][N:12]=[C:7]([CH:5]4[CH2:4][CH2:3][CH2:2][O:1][CH2:6]4)[CH:8]=3)[N:13]([CH:23]3[CH2:28][CH2:27][CH2:26][CH2:25][O:24]3)[N:14]=2)[CH:21]=[CH:20][CH:19]=1. The yield is 1.00. (4) The reactants are [N+:1]([C:4]1[CH:9]=[CH:8][C:7]([OH:10])=[CH:6][CH:5]=1)([O-:3])=[O:2].[Br:11][CH2:12][CH2:13]Br.C([O-])([O-])=O.[K+].[K+]. The catalyst is CC(C)=O.C(OCC)(=O)C. The product is [N+:1]([C:4]1[CH:9]=[CH:8][C:7]([O:10][CH2:13][CH2:12][Br:11])=[CH:6][CH:5]=1)([O-:3])=[O:2]. The yield is 0.320. (5) The reactants are [OH:1][CH2:2][C:3]([C:5]1[CH:10]=[CH:9][CH:8]=[CH:7][C:6]=1[C:11]1[CH:31]=[CH:30][C:14]2[NH:15][C:16]([CH2:18][O:19][C:20]3[CH:25]=[CH:24][C:23]([C:26]([F:29])([F:28])[F:27])=[CH:22][CH:21]=3)=[N:17][C:13]=2[CH:12]=1)=[O:4].[BH4-].[Na+]. The catalyst is C(O)C. The product is [F:29][C:26]([F:27])([F:28])[C:23]1[CH:24]=[CH:25][C:20]([O:19][CH2:18][C:16]2[NH:15][C:14]3[CH:30]=[CH:31][C:11]([C:6]4[CH:7]=[CH:8][CH:9]=[CH:10][C:5]=4[CH:3]([OH:4])[CH2:2][OH:1])=[CH:12][C:13]=3[N:17]=2)=[CH:21][CH:22]=1. The yield is 0.910. (6) The reactants are [NH:1]([C:8]([O:10][CH2:11][C:12]1[CH:17]=[CH:16][CH:15]=[CH:14][CH:13]=1)=[O:9])[C@H:2]([C:5]([OH:7])=O)[CH2:3][OH:4].[C:18]1([Mg]Br)[CH:23]=[CH:22][CH:21]=[CH:20][CH:19]=1.Cl.CCCCCC. The catalyst is C1COCC1.C(OCC)(=O)C. The product is [OH:4][CH2:3][C@H:2]([NH:1][C:8](=[O:9])[O:10][CH2:11][C:12]1[CH:17]=[CH:16][CH:15]=[CH:14][CH:13]=1)[C:5](=[O:7])[C:18]1[CH:23]=[CH:22][CH:21]=[CH:20][CH:19]=1. The yield is 0.200. (7) The reactants are [CH:1]1([C:7]2[CH:16]=[CH:15][C:10]([C:11](OC)=[O:12])=[CH:9][CH:8]=2)[CH2:6][CH2:5][CH2:4][CH2:3][CH2:2]1.[H-].[H-].[H-].[H-].[Li+].[Al+3].O.O.O.O.O.O.O.O.O.O.S([O-])([O-])(=O)=O.[Na+].[Na+].CCOCC. The catalyst is C1COCC1. The product is [CH:1]1([C:7]2[CH:8]=[CH:9][C:10]([CH2:11][OH:12])=[CH:15][CH:16]=2)[CH2:2][CH2:3][CH2:4][CH2:5][CH2:6]1. The yield is 0.850. (8) The reactants are C([O:5][C:6]([CH:8]1[CH:12]([C:13]2[CH:18]=[C:17]([F:19])[CH:16]=[C:15]([Cl:20])[CH:14]=2)[C:11]([C:23]2[CH:28]=[CH:27][C:26]([Cl:29])=[CH:25][C:24]=2[F:30])([C:21]#[N:22])[CH:10]([CH2:31][C:32]([CH3:35])([CH3:34])[CH3:33])[NH:9]1)=[O:7])(C)(C)C.[F:36][C:37]([F:42])([F:41])[C:38]([OH:40])=[O:39]. The catalyst is ClCCl. The product is [F:36][C:37]([F:42])([F:41])[C:38]([OH:40])=[O:39].[Cl:20][C:15]1[CH:14]=[C:13]([CH:12]2[C:11]([C:23]3[CH:28]=[CH:27][C:26]([Cl:29])=[CH:25][C:24]=3[F:30])([C:21]#[N:22])[CH:10]([CH2:31][C:32]([CH3:34])([CH3:35])[CH3:33])[NH:9][CH:8]2[C:6]([OH:7])=[O:5])[CH:18]=[C:17]([F:19])[CH:16]=1. The yield is 0.970. (9) The reactants are [CH2:1]([O:8][C:9]([NH:11][C@@H:12]([C:17]([OH:19])=[O:18])[CH2:13][C:14]([OH:16])=O)=[O:10])[C:2]1[CH:7]=[CH:6][CH:5]=[CH:4][CH:3]=1.S(Cl)(Cl)=O. The catalyst is C(OCC)(=O)C. The product is [O:18]=[C:17]1[C@H:12]([NH:11][C:9](=[O:10])[O:8][CH2:1][C:2]2[CH:3]=[CH:4][CH:5]=[CH:6][CH:7]=2)[CH2:13][C:14](=[O:16])[O:19]1. The yield is 0.990. (10) The reactants are [Cl:1][C:2]1[C:7]([Br:8])=[CH:6][C:5]([CH2:9]O)=[CH:4][N:3]=1.S(Cl)([Cl:13])=O. The catalyst is ClCCl. The product is [Cl:1][C:2]1[C:7]([Br:8])=[CH:6][C:5]([CH2:9][Cl:13])=[CH:4][N:3]=1. The yield is 0.630.